Dataset: Retrosynthesis with 50K atom-mapped reactions and 10 reaction types from USPTO. Task: Predict the reactants needed to synthesize the given product. (1) Given the product CCN1CCN(C(=O)Cc2ccc(I)cc2)CC1, predict the reactants needed to synthesize it. The reactants are: CCN1CCNCC1.O=C(O)Cc1ccc(I)cc1. (2) Given the product CC(C)(C)OC(=O)N1CCN(C(C)(C)C=O)CC1, predict the reactants needed to synthesize it. The reactants are: CC(C)(Br)C=O.CC(C)(C)OC(=O)N1CCNCC1. (3) Given the product Cc1cc(C2CC2)cnc1N1CCN(C(=O)c2cnc(N3CCN(C)C3=O)cn2)CC1, predict the reactants needed to synthesize it. The reactants are: CN1CCNC1=O.Cc1cc(C2CC2)cnc1N1CCN(C(=O)c2cnc(Br)cn2)CC1. (4) The reactants are: Cn1ncc2[nH]c(Cl)c(Cl)c2c1=O.O=C(c1ccc(CBr)cc1)c1ccc(Cl)cc1Cl. Given the product Cn1ncc2c(c(Cl)c(Cl)n2Cc2ccc(C(=O)c3ccc(Cl)cc3Cl)cc2)c1=O, predict the reactants needed to synthesize it. (5) Given the product CCOC(=O)[C@@H]1C[C@H]1c1cn(C)c2ccccc12, predict the reactants needed to synthesize it. The reactants are: CCOC(=O)/C=C/c1cn(C)c2ccccc12.C[S+](C)(C)=O.